From a dataset of Buchwald-Hartwig C-N cross coupling reaction yields with 55,370 reactions. Predict the reaction yield, written as a fraction of the theoretical maximum amount of product (1.0 means a 100% yield; for example, 0.34 means a 34% yield). (1) The reactants are Clc1cccnc1.Cc1ccc(N)cc1.O=S(=O)(O[Pd]1c2ccccc2-c2ccccc2N~1)C(F)(F)F.COc1ccc(OC)c(P([C@]23C[C@H]4C[C@H](C[C@H](C4)C2)C3)[C@]23C[C@H]4C[C@H](C[C@H](C4)C2)C3)c1-c1c(C(C)C)cc(C(C)C)cc1C(C)C.CN(C)C(=NC(C)(C)C)N(C)C.COC(=O)c1cc(-c2ccco2)on1. No catalyst specified. The product is Cc1ccc(Nc2cccnc2)cc1. The yield is 0.0147. (2) The reactants are FC(F)(F)c1ccc(I)cc1.Cc1ccc(N)cc1.O=S(=O)(O[Pd]1c2ccccc2-c2ccccc2N~1)C(F)(F)F.COc1ccc(OC)c(P([C@]23C[C@H]4C[C@H](C[C@H](C4)C2)C3)[C@]23C[C@H]4C[C@H](C[C@H](C4)C2)C3)c1-c1c(C(C)C)cc(C(C)C)cc1C(C)C.CCN=P(N=P(N(C)C)(N(C)C)N(C)C)(N(C)C)N(C)C.Cc1ccon1. No catalyst specified. The product is Cc1ccc(Nc2ccc(C(F)(F)F)cc2)cc1. The yield is 0.366. (3) The reactants are COc1ccc(I)cc1.Cc1ccc(N)cc1.O=S(=O)(O[Pd]1c2ccccc2-c2ccccc2N~1)C(F)(F)F.CC(C)c1cc(C(C)C)c(-c2ccccc2P(C2CCCCC2)C2CCCCC2)c(C(C)C)c1.CCN=P(N=P(N(C)C)(N(C)C)N(C)C)(N(C)C)N(C)C.COC(=O)c1ccno1. No catalyst specified. The product is COc1ccc(Nc2ccc(C)cc2)cc1. The yield is 0.0447. (4) The reactants are Clc1ccccn1.Cc1ccc(N)cc1.O=S(=O)(O[Pd]1c2ccccc2-c2ccccc2N~1)C(F)(F)F.COc1ccc(OC)c(P([C@]23C[C@H]4C[C@H](C[C@H](C4)C2)C3)[C@]23C[C@H]4C[C@H](C[C@H](C4)C2)C3)c1-c1c(C(C)C)cc(C(C)C)cc1C(C)C.CN1CCCN2CCCN=C12.COC(=O)c1ccno1. No catalyst specified. The product is Cc1ccc(Nc2ccccn2)cc1. The yield is 0.294.